This data is from Experimentally validated miRNA-target interactions with 360,000+ pairs, plus equal number of negative samples. The task is: Binary Classification. Given a miRNA mature sequence and a target amino acid sequence, predict their likelihood of interaction. (1) The miRNA is hsa-miR-4449 with sequence CGUCCCGGGGCUGCGCGAGGCA. The protein sequence of the target gene is MNDPFARMETRGPQGAANPMDSSRSLGDLGPFPREVGRGAPLAPGARNPATAGASRSQGGGHEDRTADRALGPRAGEELDRESWVREKVLFLLHPERWLGTRGDPAREEVAGAEDLPHAGGEDHGEEPNYPSVFQRQKRISGRRVAPPRDAADPPKYVLVRVEDYQVTQEVLQTSWAKGRMTTRTEEHFVTALTFRSSREGQPGERWGPAESRALQARTGASRVHAAGRRVSPSPGTWLEEIKL. Result: 1 (interaction). (2) The miRNA is hsa-miR-7702 with sequence CUUAGACUGCCAGACUCCCUGA. The protein sequence of the target gene is MEAKGGTVKAASGFNATEDAQTLRKAMKGLGTDEDAIIGILAYRNTAQRQEIRSAYKSTIGRDLIEDLKSELSSNFEQVILGLMTPTVLYDVQELRRAMKGAGTDEGCLIEILASRTPEEIRRINQTYQQQYGRSLEEDICSDTSFMFQRVLVSLSAAGRDEGNYLDDALMKQDAQELYEAGEKRWGTDEVKFLSILCSRNRNHLLHVFDEYKRISQKDIEQSIKSETSGSFEDALLAIVKCMRSKPSYFAERLYKSMKGLGTDDNTLIRVMVSRAEIDMLDIRASFKRLYGKSLYSFIK.... Result: 0 (no interaction). (3) The miRNA is mmu-miR-7053-3p with sequence CUCCUGUGUCUCCUUCCCCAG. The protein sequence of the target gene is MSGRGKQGGKARAKAKTRSSRAGLQFPVGRVHRLLRKGNYSERVGAGAPVYLAAVLEYLTAEILELAGNAARDNKKTRIIPRHLQLAIRNDEELNKLLGRVTIAQGGVLPNIQAVLLPKKTESHHKAKGK. Result: 0 (no interaction). (4) The miRNA is hsa-miR-4433a-5p with sequence CGUCCCACCCCCCACUCCUGU. The protein sequence of the target gene is MYQSLAMAANHGPPPGAYEAGGPGAFMHGAGAASSPVYVPTPRVPSSVLGLSYLQGGGAGSASGGASGGSSGGAASGAGPGTQQGSPGWSQAGADGAAYTPPPVSPRFSFPGTTGSLAAAAAAAAAREAAAYSSGGGAAGAGLAGREQYGRAGFAGSYSSPYPAYMADVGASWAAAAAASAGPFDSPVLHSLPGRANPAARHPNLDMFDDFSEGRECVNCGAMSTPLWRRDGTGHYLCNACGLYHKMNGINRPLIKPQRRLSASRRVGLSCANCQTTTTTLWRRNAEGEPVCNACGLYMK.... Result: 0 (no interaction).